Dataset: Full USPTO retrosynthesis dataset with 1.9M reactions from patents (1976-2016). Task: Predict the reactants needed to synthesize the given product. (1) Given the product [CH3:1][N:2]1[CH2:7][CH2:6][CH:5]([NH:8][C:23]([C:19]2[S:18][C:17]([Br:16])=[N:21][C:20]=2[CH3:22])=[O:24])[CH2:4][CH2:3]1, predict the reactants needed to synthesize it. The reactants are: [CH3:1][N:2]1[CH2:7][CH2:6][CH:5]([NH2:8])[CH2:4][CH2:3]1.C(N(CC)CC)C.[Br:16][C:17]1[S:18][C:19]([C:23](O)=[O:24])=[C:20]([CH3:22])[N:21]=1.Cl.CN(C)CCCN=C=NCC.ON1C2C=CC=CC=2N=N1. (2) Given the product [Cl:1][C:2]1[CH:7]=[CH:6][C:5]([C:8]2[N:9]([C:23]3[CH:28]=[CH:27][CH:26]=[CH:25][C:24]=3[F:29])[C:10]3[CH2:16][N:17]([CH:18]4[CH2:19][CH2:20][CH2:21][CH2:22]4)[C:13](=[O:14])[C:11]=3[N:12]=2)=[CH:4][CH:3]=1, predict the reactants needed to synthesize it. The reactants are: [Cl:1][C:2]1[CH:7]=[CH:6][C:5]([C:8]2[N:9]([C:23]3[CH:28]=[CH:27][CH:26]=[CH:25][C:24]=3[F:29])[C:10]([CH2:16][NH:17][CH:18]3[CH2:22][CH2:21][CH2:20][CH2:19]3)=[C:11]([C:13](O)=[O:14])[N:12]=2)=[CH:4][CH:3]=1.C(Cl)CCl.C1C=NC2N(O)N=NC=2C=1.C(N(CC)CC)C. (3) The reactants are: C([O:4][CH2:5][CH:6]([O:12][N+:13]([O-:15])=[O:14])[CH2:7][O:8][N+:9]([O-:11])=[O:10])(=O)C.[OH-].[Na+]. Given the product [N+:9]([O-:11])([O:8][CH2:7][CH:6]([O:12][N+:13]([O-:15])=[O:14])[CH2:5][OH:4])=[O:10], predict the reactants needed to synthesize it. (4) The reactants are: [F:1][C:2]([F:26])([F:25])[C:3]1[N:8]2[N:9]=[CH:10][C:11]([C:12](O)=[O:13])=[C:7]2[N:6]=[C:5]([C:15]2[CH:20]=[CH:19][C:18]([C:21]([F:24])([F:23])[F:22])=[CH:17][CH:16]=2)[CH:4]=1.[NH2:27][C:28]1[CH:29]=[C:30]([S:34]([NH:37][CH2:38][CH:39]([CH3:41])[CH3:40])(=[O:36])=[O:35])[CH:31]=[CH:32][CH:33]=1. Given the product [CH2:38]([NH:37][S:34]([C:30]1[CH:29]=[C:28]([NH:27][C:12]([C:11]2[CH:10]=[N:9][N:8]3[C:3]([C:2]([F:26])([F:25])[F:1])=[CH:4][C:5]([C:15]4[CH:20]=[CH:19][C:18]([C:21]([F:24])([F:22])[F:23])=[CH:17][CH:16]=4)=[N:6][C:7]=23)=[O:13])[CH:33]=[CH:32][CH:31]=1)(=[O:36])=[O:35])[CH:39]([CH3:41])[CH3:40], predict the reactants needed to synthesize it. (5) Given the product [NH2:28][C:25]1[O:26][CH2:27][C@@:23]2([C:14]3[C:15](=[CH:16][CH:17]=[C:12]([NH:11][C:9]([C:6]4[CH:5]=[N:4][C:3]([O:2][CH3:1])=[CH:8][N:7]=4)=[O:10])[CH:13]=3)[O:18][C:19]([CH3:36])([CH3:37])[C:20]32[CH2:21][CH2:22]3)[N:24]=1, predict the reactants needed to synthesize it. The reactants are: [CH3:1][O:2][C:3]1[N:4]=[CH:5][C:6]([C:9]([NH:11][C:12]2[CH:13]=[C:14]3[C@@:23]4([CH2:27][O:26][C:25]([NH:28]C(=O)OC(C)(C)C)=[N:24]4)[C:20]4([CH2:22][CH2:21]4)[C:19]([CH3:37])([CH3:36])[O:18][C:15]3=[CH:16][CH:17]=2)=[O:10])=[N:7][CH:8]=1.FC(F)(F)C(O)=O.